From a dataset of Peptide-MHC class II binding affinity with 134,281 pairs from IEDB. Regression. Given a peptide amino acid sequence and an MHC pseudo amino acid sequence, predict their binding affinity value. This is MHC class II binding data. (1) The peptide sequence is AEVRSYCYLATVSDL. The MHC is DRB1_0401 with pseudo-sequence DRB1_0401. The binding affinity (normalized) is 0.601. (2) The peptide sequence is FIVFLLLAGRSCSYK. The MHC is DRB5_0101 with pseudo-sequence DRB5_0101. The binding affinity (normalized) is 0.943. (3) The peptide sequence is AFKVTATAANAAPAN. The MHC is HLA-DPA10103-DPB10301 with pseudo-sequence HLA-DPA10103-DPB10301. The binding affinity (normalized) is 0.688. (4) The peptide sequence is ARTDLLAFTAFPKQI. The MHC is DRB1_1302 with pseudo-sequence DRB1_1302. The binding affinity (normalized) is 0.443. (5) The peptide sequence is QKKPDFILATDIAEM. The MHC is DRB1_0101 with pseudo-sequence DRB1_0101. The binding affinity (normalized) is 0.376.